Dataset: Forward reaction prediction with 1.9M reactions from USPTO patents (1976-2016). Task: Predict the product of the given reaction. (1) Given the reactants Br[C:2]1[CH:3]=[C:4]([N:8]2[CH2:13][CH2:12][CH:11]([N:14]([CH3:18])[C:15](=[O:17])[CH3:16])[CH2:10][CH2:9]2)[CH:5]=[CH:6][CH:7]=1.[B:19]1([B:19]2[O:23][C:22]([CH3:25])([CH3:24])[C:21]([CH3:27])([CH3:26])[O:20]2)[O:23][C:22]([CH3:25])([CH3:24])[C:21]([CH3:27])([CH3:26])[O:20]1.C([O-])(=O)C, predict the reaction product. The product is: [CH3:18][N:14]([CH:11]1[CH2:12][CH2:13][N:8]([C:4]2[CH:5]=[CH:6][CH:7]=[C:2]([B:19]3[O:23][C:22]([CH3:25])([CH3:24])[C:21]([CH3:27])([CH3:26])[O:20]3)[CH:3]=2)[CH2:9][CH2:10]1)[C:15](=[O:17])[CH3:16]. (2) Given the reactants Cl[C:2]1[C:3]([NH:8][CH:9]([CH3:11])[CH3:10])=[N:4][CH:5]=[CH:6][N:7]=1.[NH2:12][C:13]1[CH:18]=[CH:17][CH:16]=[C:15]([CH3:19])[CH:14]=1.CC(C)([O-])C.[Na+], predict the reaction product. The product is: [CH:9]([NH:8][C:3]1[C:2]([NH:12][C:13]2[CH:14]=[C:15]([CH3:19])[CH:16]=[CH:17][CH:18]=2)=[N:7][CH:6]=[CH:5][N:4]=1)([CH3:11])[CH3:10]. (3) Given the reactants Cl[C:2]1[CH:7]=[C:6]([Cl:8])[N:5]=[CH:4][N:3]=1.Cl.[O:10]1[CH2:16][CH2:15][CH2:14][NH:13][CH2:12][CH2:11]1.C(=O)([O-])[O-].[Na+].[Na+], predict the reaction product. The product is: [Cl:8][C:6]1[N:5]=[CH:4][N:3]=[C:2]([N:13]2[CH2:14][CH2:15][CH2:16][O:10][CH2:11][CH2:12]2)[CH:7]=1. (4) Given the reactants [CH:1]1([C:6]2[N:11]=[CH:10][C:9]([NH:12][C:13]3[N:21]=[CH:20][C:19]([F:22])=[CH:18][C:14]=3[C:15]([OH:17])=O)=[CH:8][CH:7]=2)[CH2:5][CH2:4][CH2:3][CH2:2]1.[CH3:23][C:24]([NH2:28])([C:26]#[CH:27])[CH3:25].C1C=CC2N(O)N=NC=2C=1.CCN=C=NCCCN(C)C.CCN(C(C)C)C(C)C, predict the reaction product. The product is: [CH:1]1([C:6]2[N:11]=[CH:10][C:9]([NH:12][C:13]3[N:21]=[CH:20][C:19]([F:22])=[CH:18][C:14]=3[C:15]([NH:28][C:24]([CH3:25])([C:26]#[CH:27])[CH3:23])=[O:17])=[CH:8][CH:7]=2)[CH2:2][CH2:3][CH2:4][CH2:5]1. (5) Given the reactants [Cl:1][C:2]1[N:7]=[CH:6][C:5]([C:8]2[CH:9]=[CH:10][C:11]3[N:12]([C:14](I)=[C:15]([NH:17][C:18](=[O:20])[CH3:19])[N:16]=3)[N:13]=2)=[CH:4][C:3]=1[NH:22][S:23]([C:26]1[CH:31]=[CH:30][CH:29]=[C:28]([O:32][CH:33]([F:35])[F:34])[CH:27]=1)(=[O:25])=[O:24].[N:36]1[CH:41]=[CH:40][CH:39]=[C:38](B(O)O)[CH:37]=1.C(=O)([O-])[O-].[Na+].[Na+], predict the reaction product. The product is: [Cl:1][C:2]1[N:7]=[CH:6][C:5]([C:8]2[CH:9]=[CH:10][C:11]3[N:12]([C:14]([C:38]4[CH:37]=[N:36][CH:41]=[CH:40][CH:39]=4)=[C:15]([NH:17][C:18](=[O:20])[CH3:19])[N:16]=3)[N:13]=2)=[CH:4][C:3]=1[NH:22][S:23]([C:26]1[CH:31]=[CH:30][CH:29]=[C:28]([O:32][CH:33]([F:35])[F:34])[CH:27]=1)(=[O:25])=[O:24].